Dataset: Full USPTO retrosynthesis dataset with 1.9M reactions from patents (1976-2016). Task: Predict the reactants needed to synthesize the given product. (1) Given the product [CH3:27][N:26]([CH3:28])[C:24]1[CH:23]=[CH:22][C:21]2[C:7]3[NH:6][C:11](=[O:12])[C:10]([C:13]([OH:15])=[O:14])=[CH:9][C:8]=3[CH2:16][CH2:17][CH2:18][CH2:19][C:20]=2[CH:25]=1, predict the reactants needed to synthesize it. The reactants are: COC1C=C(OC)C=CC=1C[N:6]1[C:11](=[O:12])[C:10]([C:13]([OH:15])=[O:14])=[CH:9][C:8]2[CH2:16][CH2:17][CH2:18][CH2:19][C:20]3[CH:25]=[C:24]([N:26]([CH3:28])[CH3:27])[CH:23]=[CH:22][C:21]=3[C:7]1=2.[SiH](C(C)C)(C(C)C)C(C)C.C(O)(C(F)(F)F)=O. (2) Given the product [OH:1][CH:2]([CH2:5][N:48]1[N:47]=[N:46][CH:41]=[N:40]1)[CH2:3][NH:4][C:12]([C:11]1[C:7]([CH3:31])=[C:8](/[CH:15]=[C:16]2\[C:17](=[O:30])[NH:18][C:19]3[C:24]\2=[CH:23][C:22]([O:25][C:26]([F:27])([F:29])[F:28])=[CH:21][CH:20]=3)[NH:9][C:10]=1[CH3:56])=[O:14], predict the reactants needed to synthesize it. The reactants are: [OH:1][CH:2]([CH3:5])[CH2:3][NH2:4].C[C:7]1([CH3:31])[C:11]([C:12]([OH:14])=O)=[CH:10][NH:9][CH:8]1/[CH:15]=[C:16]1\[C:17](=[O:30])[NH:18][C:19]2[C:24]\1=[CH:23][C:22]([O:25][C:26]([F:29])([F:28])[F:27])=[CH:21][CH:20]=2.CN(C(O[N:40]1[N:48]=[N:47]C2C=CC=[N:46][C:41]1=2)=[N+](C)C)C.F[P-](F)(F)(F)(F)F.[CH3:56]CN(C(C)C)C(C)C. (3) Given the product [C:16]([O:19][CH:20]1[CH2:31][CH2:30][CH2:29][CH2:28][CH2:27][CH2:26][CH:25]([OH:32])[CH2:24][CH2:23][CH2:22][CH2:21]1)(=[O:18])[CH3:17], predict the reactants needed to synthesize it. The reactants are: C1(O)CCCCCCCCCCCCC1.[C:16]([O:19][CH:20]1[CH2:31][CH2:30][CH2:29][CH2:28][CH2:27][CH2:26][CH:25]([OH:32])[CH:24]=[CH:23][CH2:22][CH2:21]1)(=[O:18])[CH3:17].[H][H]. (4) Given the product [Cl:2][C:3]1[CH:9]=[CH:8][CH:7]=[CH:6][C:4]=1[N:5]([C:16](=[O:17])[C:15]([OH:21])=[O:14])[NH2:10], predict the reactants needed to synthesize it. The reactants are: Cl.[Cl:2][C:3]1[CH:9]=[CH:8][CH:7]=[CH:6][C:4]=1[NH2:5].[N:10]([O-])=O.[Na+].[O:14]=[C:15]1[O:21][C@H]([C@H](CO)O)C(O)=[C:16]1[OH:17]. (5) Given the product [F:14][C:15]1[CH:23]=[N:22][CH:21]=[CH:20][C:16]=1[C:17]([NH:1][C:2]1[CH:7]=[C:6]([C:8]([F:9])([F:10])[F:11])[C:5]([Cl:12])=[CH:4][C:3]=1[OH:13])=[O:18], predict the reactants needed to synthesize it. The reactants are: [NH2:1][C:2]1[CH:7]=[C:6]([C:8]([F:11])([F:10])[F:9])[C:5]([Cl:12])=[CH:4][C:3]=1[OH:13].[F:14][C:15]1[CH:23]=[N:22][CH:21]=[CH:20][C:16]=1[C:17](O)=[O:18].CCN=C=NCCCN(C)C.N1C=CC=CC=1. (6) Given the product [Cl:1][C:2]1[N:7]=[C:6]([NH:10][C:11]2[CH:22]=[CH:21][CH:20]=[CH:19][C:12]=2[C:13]([NH:15][CH:16]([CH3:18])[CH3:17])=[O:14])[C:5]([Cl:9])=[CH:4][N:3]=1, predict the reactants needed to synthesize it. The reactants are: [Cl:1][C:2]1[N:7]=[C:6](Cl)[C:5]([Cl:9])=[CH:4][N:3]=1.[NH2:10][C:11]1[CH:22]=[CH:21][CH:20]=[CH:19][C:12]=1[C:13]([NH:15][CH:16]([CH3:18])[CH3:17])=[O:14].C(N(C(C)C)CC)(C)C. (7) The reactants are: [F:1][C:2]1[CH:7]=[CH:6][C:5]([C:8]2[O:12][C:11]([CH3:13])=[C:10]([CH:14]=[O:15])[CH:9]=2)=[C:4]([CH3:16])[CH:3]=1.[CH:17]1([Mg]Br)[CH2:22][CH2:21][CH2:20][CH2:19][CH2:18]1.O1CCCC1. Given the product [CH:17]1([CH:14]([C:10]2[CH:9]=[C:8]([C:5]3[CH:6]=[CH:7][C:2]([F:1])=[CH:3][C:4]=3[CH3:16])[O:12][C:11]=2[CH3:13])[OH:15])[CH2:22][CH2:21][CH2:20][CH2:19][CH2:18]1, predict the reactants needed to synthesize it.